Dataset: Reaction yield outcomes from USPTO patents with 853,638 reactions. Task: Predict the reaction yield, written as a fraction of the theoretical maximum amount of product (1.0 means a 100% yield; for example, 0.34 means a 34% yield). (1) The reactants are [Cl:1][C:2]1[N:7]=[C:6]2[CH2:8][CH2:9][CH2:10][C:5]2=[C:4]([Cl:11])[CH:3]=1.[Cl:12][C:13]1[CH:18]=[CH:17][C:16]([Cl:19])=[CH:15][C:14]=1B(O)O. No catalyst specified. The product is [ClH:1].[Cl:11][C:4]1[CH:3]=[C:2]([C:17]2[CH:18]=[C:13]([Cl:12])[CH:14]=[CH:15][C:16]=2[Cl:19])[N:7]=[C:6]2[CH2:8][CH2:9][CH2:10][C:5]=12. The yield is 0.950. (2) The reactants are [C:1]([CH:5]1[CH2:9][N:8](CC2C=CC=CC=2)[CH2:7][CH:6]1[N:17]1[CH2:26][C:25]2[C:20](=[CH:21][C:22]3[N:29]([C:30]([C:43]4[CH:48]=[CH:47][CH:46]=[CH:45][CH:44]=4)([C:37]4[CH:42]=[CH:41][CH:40]=[CH:39][CH:38]=4)[C:31]4[CH:36]=[CH:35][CH:34]=[CH:33][CH:32]=4)[N:28]=[C:27]([C:49]4[CH:54]=[CH:53][N:52]=[C:51]([CH3:55])[CH:50]=4)[C:23]=3[CH:24]=2)[NH:19][C:18]1=[O:56])([CH3:4])([CH3:3])[CH3:2].[CH3:69][C:68]([O:67][C:65](O[C:65]([O:67][C:68]([CH3:71])([CH3:70])[CH3:69])=[O:66])=[O:66])([CH3:71])[CH3:70]. The catalyst is C(OCC)(=O)C.[OH-].[OH-].[Pd+2]. The product is [C:1]([CH:5]1[CH:6]([N:17]2[CH2:26][C:25]3[C:20](=[CH:21][C:22]4[N:29]([C:30]([C:37]5[CH:38]=[CH:39][CH:40]=[CH:41][CH:42]=5)([C:31]5[CH:36]=[CH:35][CH:34]=[CH:33][CH:32]=5)[C:43]5[CH:48]=[CH:47][CH:46]=[CH:45][CH:44]=5)[N:28]=[C:27]([C:49]5[CH:54]=[CH:53][N:52]=[C:51]([CH3:55])[CH:50]=5)[C:23]=4[CH:24]=3)[NH:19][C:18]2=[O:56])[CH2:7][N:8]([C:65]([O:67][C:68]([CH3:69])([CH3:70])[CH3:71])=[O:66])[CH2:9]1)([CH3:4])([CH3:3])[CH3:2]. The yield is 0.300. (3) The reactants are C([O:8][C:9](=[O:22])[CH2:10][NH:11][C:12](=[O:21])[CH2:13][C:14]([O:16][C:17]([CH3:20])([CH3:19])[CH3:18])=[O:15])C1C=CC=CC=1.[H][H]. The catalyst is CO.[Pd]. The product is [C:17]([O:16][C:14]([CH2:13][C:12]([NH:11][CH2:10][C:9]([OH:22])=[O:8])=[O:21])=[O:15])([CH3:20])([CH3:18])[CH3:19]. The yield is 1.00. (4) The reactants are [C:1]([O:5][C:6]([N:8]1[CH2:13][CH2:12][O:11][CH2:10][CH:9]1[C:14]([OH:16])=O)=[O:7])([CH3:4])([CH3:3])[CH3:2].C(N1C=CN=C1)(N1C=CN=C1)=O.C(N(CC)C(C)C)(C)C.[Br:38][C:39]1[C:40]([NH2:46])=[N:41][CH:42]=[C:43]([Br:45])[N:44]=1. The catalyst is CN(C)C=O.ClCCl. The product is [Br:38][C:39]1[C:40]([NH:46][C:14]([CH:9]2[CH2:10][O:11][CH2:12][CH2:13][N:8]2[C:6]([O:5][C:1]([CH3:2])([CH3:3])[CH3:4])=[O:7])=[O:16])=[N:41][CH:42]=[C:43]([Br:45])[N:44]=1. The yield is 0.710.